From a dataset of Forward reaction prediction with 1.9M reactions from USPTO patents (1976-2016). Predict the product of the given reaction. The product is: [CH3:5][C:4]([Si:7]([CH3:43])([CH3:44])[O:8][C@H:9]1[C@H:18]([NH:19][C:20](=[O:21])[O:22][C:23]([CH3:25])([CH3:24])[CH3:26])[CH2:17][C:16]2[N:15]=[CH:14][C:13]([N:27]3[C:36](=[O:37])[CH2:35][NH:34][C:33]4[CH:32]=[CH:31][C:30]([O:41][CH3:42])=[N:29][C:28]3=4)=[CH:12][C:11]=2[CH2:10]1)([CH3:6])[CH3:3]. Given the reactants [H-].[Na+].[CH3:3][C:4]([Si:7]([CH3:44])([CH3:43])[O:8][C@H:9]1[C@H:18]([NH:19][C:20]([O:22][C:23]([CH3:26])([CH3:25])[CH3:24])=[O:21])[CH2:17][C:16]2[N:15]=[CH:14][C:13]([NH:27][C:28]3[C:33]([NH:34][CH2:35][C:36](OCC)=[O:37])=[CH:32][CH:31]=[C:30]([O:41][CH3:42])[N:29]=3)=[CH:12][C:11]=2[CH2:10]1)([CH3:6])[CH3:5], predict the reaction product.